Task: Predict which catalyst facilitates the given reaction.. Dataset: Catalyst prediction with 721,799 reactions and 888 catalyst types from USPTO (1) Reactant: [NH2:1][C:2]1[C:7]([Cl:8])=[CH:6][C:5]([I:9])=[CH:4][N:3]=1.[CH3:10][C:11]([CH2:13][CH2:14][C:15]([CH3:17])=O)=O.O.C1(C)C=CC(S(O)(=O)=O)=CC=1. Product: [Cl:8][C:7]1[C:2]([N:1]2[C:15]([CH3:17])=[CH:14][CH:13]=[C:11]2[CH3:10])=[N:3][CH:4]=[C:5]([I:9])[CH:6]=1. The catalyst class is: 11. (2) Product: [CH2:6]([C:10]1[CH:15]=[CH:14][C:13]([S:16][C:17]2[CH:22]=[CH:21][C:20]([C:3](=[O:4])[CH2:2][Cl:1])=[CH:19][CH:18]=2)=[CH:12][CH:11]=1)[CH2:7][CH2:8][CH3:9]. Reactant: [Cl:1][CH2:2][C:3](Cl)=[O:4].[CH2:6]([C:10]1[CH:15]=[CH:14][C:13]([S:16][C:17]2[CH:22]=[CH:21][CH:20]=[CH:19][CH:18]=2)=[CH:12][CH:11]=1)[CH2:7][CH2:8][CH3:9].[Al+3].[Cl-].[Cl-].[Cl-]. The catalyst class is: 2. (3) Reactant: C(O[BH-](OC(=O)C)OC(=O)C)(=O)C.[Na+].[NH2:15][C@H:16]([CH2:24][CH:25]([CH3:27])[CH3:26])[C:17]([N:19]1[CH2:23][CH2:22][CH2:21][CH2:20]1)=[O:18].[CH:28]([C:30]1[CH:35]=[CH:34][N:33]=[C:32]2[N:36]([C:43]([O:45][C:46]([CH3:49])([CH3:48])[CH3:47])=[O:44])[CH:37]=[C:38]([C:39]([O:41][CH3:42])=[O:40])[C:31]=12)=O. Product: [CH3:26][CH:25]([CH3:27])[CH2:24][C@@H:16]([NH:15][CH2:28][C:30]1[CH:35]=[CH:34][N:33]=[C:32]2[N:36]([C:43]([O:45][C:46]([CH3:49])([CH3:48])[CH3:47])=[O:44])[CH:37]=[C:38]([C:39]([O:41][CH3:42])=[O:40])[C:31]=12)[C:17](=[O:18])[N:19]1[CH2:23][CH2:22][CH2:21][CH2:20]1. The catalyst class is: 478. (4) Reactant: [F:1][C:2]1[CH:3]=[CH:4][C:5]([OH:16])=[N:6][C:7]=1[NH:8][CH2:9][CH:10]1[CH2:15][CH2:14][O:13][CH2:12][CH2:11]1.C(N(CC)CC)C.[F:24][C:25]([F:38])([F:37])[S:26](O[S:26]([C:25]([F:38])([F:37])[F:24])(=[O:28])=[O:27])(=[O:28])=[O:27]. Product: [F:24][C:25]([F:38])([F:37])[S:26]([O:16][C:5]1[CH:4]=[CH:3][C:2]([F:1])=[C:7]([NH:8][CH2:9][CH:10]2[CH2:15][CH2:14][O:13][CH2:12][CH2:11]2)[N:6]=1)(=[O:28])=[O:27]. The catalyst class is: 2. (5) Reactant: [OH:1][C:2]1([CH2:8][CH:9]([NH2:22])[CH2:10][N:11]([CH3:21])[C:12](=[O:20])[O:13][CH2:14][CH2:15][Si:16]([CH3:19])([CH3:18])[CH3:17])[CH2:7][CH2:6][CH2:5][CH2:4][CH2:3]1.[Si](Cl)(C)(C)C.Cl[C:29](OC1C=CC([N+]([O-])=O)=CC=1)=[O:30].Cl.[Cl:42][C:43]1[CH:44]=[C:45]([C@:49]([C@@H:57]2[CH2:62][CH2:61][CH2:60][NH:59][CH2:58]2)([OH:56])[CH2:50][CH2:51][CH2:52][CH2:53][O:54][CH3:55])[CH:46]=[CH:47][CH:48]=1. Product: [Cl:42][C:43]1[CH:44]=[C:45]([C@:49]([C@@H:57]2[CH2:62][CH2:61][CH2:60][N:59]([C:29]([NH:22][CH:9]([CH2:8][C:2]3([OH:1])[CH2:3][CH2:4][CH2:5][CH2:6][CH2:7]3)[CH2:10][N:11]([CH3:21])[C:12]([O:13][CH2:14][CH2:15][Si:16]([CH3:17])([CH3:19])[CH3:18])=[O:20])=[O:30])[CH2:58]2)([OH:56])[CH2:50][CH2:51][CH2:52][CH2:53][O:54][CH3:55])[CH:46]=[CH:47][CH:48]=1. The catalyst class is: 624. (6) Reactant: [H-].[Na+].[OH:3][CH2:4][C:5]1([CH3:18])[CH2:10][CH2:9][CH2:8][N:7]([C:11]([O:13][C:14]([CH3:17])([CH3:16])[CH3:15])=[O:12])[CH2:6]1.[CH3:19]I.[Cl-].[NH4+]. Product: [CH3:19][O:3][CH2:4][C:5]1([CH3:18])[CH2:10][CH2:9][CH2:8][N:7]([C:11]([O:13][C:14]([CH3:17])([CH3:16])[CH3:15])=[O:12])[CH2:6]1. The catalyst class is: 30. (7) Reactant: [CH:1]1([C:4]2[N:8]([CH:9]3[CH2:12][CH:11]([CH2:13][CH:14]([CH3:16])[CH3:15])[CH2:10]3)[N:7]=[N:6][C:5]=2[CH:17]([CH2:26][CH2:27][OH:28])[CH2:18][C:19]([O:21][C:22]([CH3:25])([CH3:24])[CH3:23])=[O:20])[CH2:3][CH2:2]1.C(Cl)(Cl)Cl.CC(OI1(OC(C)=O)(OC(C)=O)OC(=O)C2C=CC=CC1=2)=O.C(=O)(O)[O-].[Na+]. Product: [CH:1]1([C:4]2[N:8]([CH:9]3[CH2:10][CH:11]([CH2:13][CH:14]([CH3:16])[CH3:15])[CH2:12]3)[N:7]=[N:6][C:5]=2[CH:17]([CH2:26][CH:27]=[O:28])[CH2:18][C:19]([O:21][C:22]([CH3:24])([CH3:23])[CH3:25])=[O:20])[CH2:2][CH2:3]1. The catalyst class is: 13. (8) Reactant: [CH:1]([C:4]1[CH:9]=[CH:8][C:7]([CH:10]2[C:14]3[C:15]([CH3:22])=[C:16]([NH2:21])[C:17]([CH3:20])=[C:18]([CH3:19])[C:13]=3[O:12][C:11]2([CH3:24])[CH3:23])=[CH:6][CH:5]=1)([CH3:3])[CH3:2].[Cl:25][C:26]1[CH:34]=[CH:33][C:29]([C:30](Cl)=[O:31])=[CH:28][CH:27]=1. Product: [Cl:25][C:26]1[CH:34]=[CH:33][C:29]([C:30]([NH:21][C:16]2[C:17]([CH3:20])=[C:18]([CH3:19])[C:13]3[O:12][C:11]([CH3:24])([CH3:23])[CH:10]([C:7]4[CH:8]=[CH:9][C:4]([CH:1]([CH3:3])[CH3:2])=[CH:5][CH:6]=4)[C:14]=3[C:15]=2[CH3:22])=[O:31])=[CH:28][CH:27]=1. The catalyst class is: 175. (9) Reactant: Br[C:2]1[CH:3]=[C:4]([CH:8]=[C:9]([C:11]([F:14])([F:13])[F:12])[CH:10]=1)[C:5]([OH:7])=[O:6].[C:15]([Cu])#[N:16].CO.ClCCl. The catalyst class is: 3. Product: [C:15]([C:2]1[CH:3]=[C:4]([CH:8]=[C:9]([C:11]([F:14])([F:13])[F:12])[CH:10]=1)[C:5]([OH:7])=[O:6])#[N:16].